This data is from Catalyst prediction with 721,799 reactions and 888 catalyst types from USPTO. The task is: Predict which catalyst facilitates the given reaction. (1) Reactant: [CH3:1][N:2]1[CH2:7][CH2:6][CH2:5][C@H:4]([NH2:8])[CH2:3]1.C[Al](C)C.C([O:15][C:16]([C:18]1[C:22]([NH:23][C:24]([NH2:26])=[O:25])=[CH:21][N:20]([C:27]2[CH:32]=[CH:31][CH:30]=[C:29]([F:33])[CH:28]=2)[CH:19]=1)=O)C. The catalyst class is: 1. Product: [CH3:1][N:2]1[CH2:7][CH2:6][CH2:5][C@H:4]([NH:8][C:16]([C:18]2[C:22]([NH:23][C:24]([NH2:26])=[O:25])=[CH:21][N:20]([C:27]3[CH:32]=[CH:31][CH:30]=[C:29]([F:33])[CH:28]=3)[CH:19]=2)=[O:15])[CH2:3]1. (2) Product: [NH:17]([C:8]1[N:40]([C:38]2[CH:39]=[CH:34][CH:35]=[CH:36][CH:37]=2)[C:16]2[N:15]=[C:14]([C:24]([N:31]([O:32][CH3:33])[CH3:30])=[O:26])[CH:13]=[C:12]([CH3:27])[C:11]=2[C:10](=[O:28])[CH:9]=1)[C:18]1[CH:19]=[CH:20][CH:21]=[CH:22][CH:23]=1. The catalyst class is: 2. Reactant: N([C:8]1[N:17]([C:18]2[CH:23]=[CH:22][CH:21]=[CH:20][CH:19]=2)[C:16]2[N:15]=[C:14]([C:24]([OH:26])=O)[CH:13]=[C:12]([CH3:27])[C:11]=2[C:10](=[O:28])[CH:9]=1)C1C=CC=CC=1.Cl.[CH3:30][NH:31][O:32][CH3:33].[CH:34]1[CH:35]=[CH:36][C:37]2N(O)N=[N:40][C:38]=2[CH:39]=1.CCN=C=NCCCN(C)C. (3) Reactant: C(OC([N:6]1[CH2:11][CH2:10][CH:9]([NH:12][C:13]2[S:14][C:15]3[CH:21]=[C:20]([Cl:22])[CH:19]=[CH:18][C:16]=3[N:17]=2)[CH2:8][CH2:7]1)=O)C.[BrH:23]. Product: [BrH:23].[BrH:23].[Cl:22][C:20]1[CH:19]=[CH:18][C:16]2[N:17]=[C:13]([NH:12][CH:9]3[CH2:8][CH2:7][NH:6][CH2:11][CH2:10]3)[S:14][C:15]=2[CH:21]=1. The catalyst class is: 6. (4) Reactant: Cl[CH2:2][C:3]([C:5]1[CH:6]=[C:7]2[C:11](=[CH:12][CH:13]=1)[NH:10][C:9](=[O:14])[CH2:8]2)=O.[C:15]([NH2:23])(=[S:22])[C:16]1[CH:21]=[CH:20][CH:19]=[CH:18][CH:17]=1.C([O-])([O-])=O.[Na+].[Na+]. Product: [C:16]1([C:15]2[S:22][CH:2]=[C:3]([C:5]3[CH:6]=[C:7]4[C:11](=[CH:12][CH:13]=3)[NH:10][C:9](=[O:14])[CH2:8]4)[N:23]=2)[CH:21]=[CH:20][CH:19]=[CH:18][CH:17]=1. The catalyst class is: 3.